Dataset: Full USPTO retrosynthesis dataset with 1.9M reactions from patents (1976-2016). Task: Predict the reactants needed to synthesize the given product. (1) The reactants are: [NH2:1][C:2]1[C:3]([Cl:11])=[CH:4][C:5](Br)=[C:6]([CH:9]=1)[C:7]#[N:8].C1(N(C)C2CCCCC2)CCCCC1.C(P(C(C)(C)C)C1C=CC=CC=1C1C=CC=CC=1C)(C)(C)C.[CH2:48]([OH:52])[CH2:49][CH:50]=[CH2:51]. Given the product [NH2:1][C:2]1[C:3]([Cl:11])=[CH:4][C:5]([CH2:51][CH2:50][CH2:49][CH:48]=[O:52])=[C:6]([CH:9]=1)[C:7]#[N:8], predict the reactants needed to synthesize it. (2) Given the product [F:62][C:59]([F:60])([F:61])[C:57]1[CH:56]=[C:25]([CH:24]=[C:23]([C:22]([F:21])([F:63])[F:64])[CH:58]=1)[CH2:26][N:27]([C:49]1[N:54]=[CH:53][C:52]([C:10]2[CH:9]=[N:8][N:7]([CH:2]3[CH2:3][CH2:4][CH2:5][CH2:6][O:1]3)[CH:11]=2)=[CH:51][N:50]=1)[C@@H:28]1[CH2:32][N:31]([C:33]2[C:38]([Cl:39])=[CH:37][N:36]=[C:35]([N:40]3[CH2:41][CH2:42][CH:43]([OH:46])[CH2:44][CH2:45]3)[N:34]=2)[C@H:30]([CH2:47][CH3:48])[CH2:29]1, predict the reactants needed to synthesize it. The reactants are: [O:1]1[CH2:6][CH2:5][CH2:4][CH2:3][CH:2]1[N:7]1[CH:11]=[C:10](B2OC(C)(C)C(C)(C)O2)[CH:9]=[N:8]1.[F:21][C:22]([F:64])([F:63])[C:23]1[CH:24]=[C:25]([CH:56]=[C:57]([C:59]([F:62])([F:61])[F:60])[CH:58]=1)[CH2:26][N:27]([C:49]1[N:54]=[CH:53][C:52](Br)=[CH:51][N:50]=1)[C@@H:28]1[CH2:32][N:31]([C:33]2[C:38]([Cl:39])=[CH:37][N:36]=[C:35]([N:40]3[CH2:45][CH2:44][CH:43]([OH:46])[CH2:42][CH2:41]3)[N:34]=2)[C@H:30]([CH2:47][CH3:48])[CH2:29]1.N#N.C([O-])([O-])=O.[Na+].[Na+].